This data is from Peptide-MHC class II binding affinity with 134,281 pairs from IEDB. The task is: Regression. Given a peptide amino acid sequence and an MHC pseudo amino acid sequence, predict their binding affinity value. This is MHC class II binding data. (1) The peptide sequence is TAKAPGLVPKLDAAY. The MHC is DRB1_1501 with pseudo-sequence DRB1_1501. The binding affinity (normalized) is 0.303. (2) The peptide sequence is CVPKVTFTVEKGSNE. The MHC is HLA-DQA10101-DQB10501 with pseudo-sequence HLA-DQA10101-DQB10501. The binding affinity (normalized) is 0.143. (3) The peptide sequence is GELQIVDKIDAAFVI. The MHC is DRB1_0802 with pseudo-sequence DRB1_0802. The binding affinity (normalized) is 0.521. (4) The peptide sequence is FEAQGALANKAVD. The MHC is H-2-IAk with pseudo-sequence H-2-IAk. The binding affinity (normalized) is 0.196.